From a dataset of Forward reaction prediction with 1.9M reactions from USPTO patents (1976-2016). Predict the product of the given reaction. (1) Given the reactants [Cl:1][C:2]1[CH:10]=[CH:9][C:5]([C:6]([OH:8])=[O:7])=[C:4]([CH3:11])[CH:3]=1.OS(O)(=O)=O.[CH3:17]O, predict the reaction product. The product is: [Cl:1][C:2]1[CH:10]=[CH:9][C:5]([C:6]([O:8][CH3:17])=[O:7])=[C:4]([CH3:11])[CH:3]=1. (2) Given the reactants ClC1N=C(N2C=CC(C(F)(F)F)=N2)C(C2C=C(C(OCC)=O)C=NC=2)=CN=1.Cl[C:29]1[N:34]=[C:33]([N:35]2[C:39]([CH3:40])=[CH:38][C:37]([C:41]([F:44])([F:43])[F:42])=[N:36]2)[C:32]([C:45]2[CH:46]=[C:47]([C:51]([O:53][CH2:54][CH3:55])=[O:52])[CH:48]=[N:49][CH:50]=2)=[CH:31][N:30]=1.[NH2:56][C:57]1[CH:58]=[C:59]([CH:62]=[C:63]([O:65][CH3:66])[CH:64]=1)[C:60]#[N:61].C1(P(C2CCCCC2)C2C=CC=CC=2C2C(C(C)C)=CC(C(C)C)=CC=2C(C)C)CCCCC1.C(=O)([O-])[O-].[Na+].[Na+], predict the reaction product. The product is: [C:60]([C:59]1[CH:58]=[C:57]([NH:56][C:29]2[N:34]=[C:33]([N:35]3[C:39]([CH3:40])=[CH:38][C:37]([C:41]([F:42])([F:43])[F:44])=[N:36]3)[C:32]([C:45]3[CH:46]=[C:47]([C:51]([O:53][CH2:54][CH3:55])=[O:52])[CH:48]=[N:49][CH:50]=3)=[CH:31][N:30]=2)[CH:64]=[C:63]([O:65][CH3:66])[CH:62]=1)#[N:61]. (3) Given the reactants O=C1CCC(=O)N1O[C:9](=[O:19])[C:10]1[CH:15]=[CH:14][C:13]([C:16](=[O:18])[CH3:17])=[CH:12][CH:11]=1.C(OC(=O)[NH:26][C@H:27]([C:33](=[O:35])[NH2:34])[CH2:28][CH2:29][CH2:30][CH2:31][NH2:32])(C)(C)C.C(N(C(C)C)C(C)C)C, predict the reaction product. The product is: [C:16]([C:13]1[CH:12]=[CH:11][C:10]([C:9]([NH:32][CH2:31][CH2:30][CH2:29][CH2:28][C@H:27]([NH2:26])[C:33](=[O:35])[NH2:34])=[O:19])=[CH:15][CH:14]=1)(=[O:18])[CH3:17]. (4) Given the reactants [C:1]1(C2C=CC=CC=2)[CH:6]=[CH:5][C:4]([C:7]([N:9]2[CH2:13][C:12](=[N:14][O:15][CH3:16])[CH2:11][C@H:10]2[CH2:17][C:18]([OH:20])=O)=[O:8])=[CH:3][CH:2]=1.[CH:27]1[CH:28]=[CH:29][C:30]2N(O)N=N[C:31]=2[CH:32]=1.C(Cl)CCl.[NH3:41].O1CCOCC1, predict the reaction product. The product is: [C:1]1([C:27]2[CH:28]=[CH:29][CH:30]=[CH:31][CH:32]=2)[CH:2]=[CH:3][C:4]([C:7]([N:9]2[CH2:13][C:12](=[N:14][O:15][CH3:16])[CH2:11][C@H:10]2[CH2:17][C:18]([NH2:41])=[O:20])=[O:8])=[CH:5][CH:6]=1. (5) The product is: [CH3:9][N:10]1[CH2:15][CH2:14][N:13]([CH2:2][CH2:1][C:3]2[CH:8]=[CH:7][N:6]=[CH:5][CH:4]=2)[CH2:12][CH2:11]1. Given the reactants [CH:1]([C:3]1[CH:8]=[CH:7][N:6]=[CH:5][CH:4]=1)=[CH2:2].[CH3:9][N:10]1[CH2:15][CH2:14][NH:13][CH2:12][CH2:11]1.C(O)(=O)C.[OH-].[Na+], predict the reaction product. (6) The product is: [CH2:1]([O:3][C:4](=[O:31])[C:5]([O:8][C:9]1[CH:14]=[CH:13][C:12]([O:15][CH2:16][CH2:17][C:18]2[N:19]=[C:20]([C:24]3[CH:29]=[CH:28][C:27]([C:34]4[CH:33]=[N:32][CH:37]=[CH:36][CH:35]=4)=[CH:26][CH:25]=3)[O:21][C:22]=2[CH3:23])=[CH:11][CH:10]=1)([CH3:7])[CH3:6])[CH3:2]. Given the reactants [CH2:1]([O:3][C:4](=[O:31])[C:5]([O:8][C:9]1[CH:14]=[CH:13][C:12]([O:15][CH2:16][CH2:17][C:18]2[N:19]=[C:20]([C:24]3[CH:29]=[CH:28][C:27](Br)=[CH:26][CH:25]=3)[O:21][C:22]=2[CH3:23])=[CH:11][CH:10]=1)([CH3:7])[CH3:6])[CH3:2].[N:32]1[CH:37]=[CH:36][CH:35]=[C:34](B(O)O)[CH:33]=1.C1(C)C=CC=CC=1.C(=O)([O-])[O-].[Na+].[Na+], predict the reaction product. (7) Given the reactants [OH:1][C:2]1[CH:7]=[CH:6][CH:5]=[CH:4][C:3]=1[S:8][CH:9]([CH3:29])[C:10]([C:12]1[CH:17]=[CH:16][C:15]([O:18][Si:19]([CH:26]([CH3:28])[CH3:27])([CH:23]([CH3:25])[CH3:24])[CH:20]([CH3:22])[CH3:21])=[CH:14][CH:13]=1)=[O:11].O[C:31]1C=CC(C(=O)CCC)=CC=1, predict the reaction product. The product is: [OH:1][C:2]1[CH:7]=[CH:6][CH:5]=[CH:4][C:3]=1[S:8][CH:9]([CH2:29][CH3:31])[C:10]([C:12]1[CH:17]=[CH:16][C:15]([O:18][Si:19]([CH:23]([CH3:25])[CH3:24])([CH:26]([CH3:28])[CH3:27])[CH:20]([CH3:21])[CH3:22])=[CH:14][CH:13]=1)=[O:11]. (8) Given the reactants Br[C:2]1[C:3](=[O:16])[N:4]([CH3:15])[C:5]([NH:8][C:9]2[CH:14]=[CH:13][CH:12]=[CH:11][CH:10]=2)=[N:6][CH:7]=1.[F:17][C:18]1[CH:23]=[C:22]([O:24][CH3:25])[C:21]([F:26])=[CH:20][C:19]=1B(O)O.[Cl-].[Li+], predict the reaction product. The product is: [F:17][C:18]1[CH:23]=[C:22]([O:24][CH3:25])[C:21]([F:26])=[CH:20][C:19]=1[C:2]1[C:3](=[O:16])[N:4]([CH3:15])[C:5]([NH:8][C:9]2[CH:14]=[CH:13][CH:12]=[CH:11][CH:10]=2)=[N:6][CH:7]=1. (9) The product is: [Cl:22][CH2:23][C:24]([N:2]([CH3:1])[C:3]1[CH:4]=[CH:5][C:6]([C:9]([N:11]2[CH2:17][C:16]3([CH3:19])[CH2:18][CH:12]2[CH2:13][C:14]([CH3:21])([CH3:20])[CH2:15]3)=[O:10])=[CH:7][CH:8]=1)=[O:25]. Given the reactants [CH3:1][NH:2][C:3]1[CH:8]=[CH:7][C:6]([C:9]([N:11]2[CH2:17][C:16]3([CH3:19])[CH2:18][CH:12]2[CH2:13][C:14]([CH3:21])([CH3:20])[CH2:15]3)=[O:10])=[CH:5][CH:4]=1.[Cl:22][CH2:23][C:24](Cl)=[O:25], predict the reaction product.